This data is from Forward reaction prediction with 1.9M reactions from USPTO patents (1976-2016). The task is: Predict the product of the given reaction. (1) Given the reactants C1([O:7][C:8](=O)[NH:9][C:10]2[CH:15]=[C:14]([O:16][C:17]3[CH:22]=[CH:21][C:20]([NH:23][C:24]([C:26]4[C:27](=[O:39])[N:28]([C:33]5[CH:38]=[CH:37][CH:36]=[CH:35][CH:34]=5)[N:29]([CH3:32])[C:30]=4[CH3:31])=[O:25])=[CH:19][C:18]=3[F:40])[CH:13]=[CH:12][N:11]=2)C=CC=CC=1.[CH3:42][NH:43][CH3:44], predict the reaction product. The product is: [CH3:42][N:43]([CH3:44])[C:8](=[O:7])[NH:9][C:10]1[CH:15]=[C:14]([O:16][C:17]2[CH:22]=[CH:21][C:20]([NH:23][C:24]([C:26]3[C:27](=[O:39])[N:28]([C:33]4[CH:38]=[CH:37][CH:36]=[CH:35][CH:34]=4)[N:29]([CH3:32])[C:30]=3[CH3:31])=[O:25])=[CH:19][C:18]=2[F:40])[CH:13]=[CH:12][N:11]=1. (2) The product is: [CH3:1][O:2][C:3]1[CH:4]=[C:5]2[C:10](=[CH:11][C:12]=1[O:13][CH3:14])[N:9]=[CH:8][CH:7]=[C:6]2[O:15][C:16]1[C:22]([CH3:23])=[CH:21][C:19]([NH:20][C:40](=[O:42])[O:54][CH:53]([C:55]2[CH:60]=[CH:59][CH:58]=[CH:57][CH:56]=2)[CH:52]([CH3:61])[CH3:51])=[C:18]([CH3:24])[CH:17]=1. Given the reactants [CH3:1][O:2][C:3]1[CH:4]=[C:5]2[C:10](=[CH:11][C:12]=1[O:13][CH3:14])[N:9]=[CH:8][CH:7]=[C:6]2[O:15][C:16]1[C:22]([CH3:23])=[CH:21][C:19]([NH2:20])=[C:18]([CH3:24])[CH:17]=1.C1(C)C=CC=CC=1.C(N(CC)CC)C.Cl[C:40](Cl)([O:42]C(=O)OC(Cl)(Cl)Cl)Cl.[CH3:51][CH:52]([CH3:61])[CH:53]([C:55]1[CH:60]=[CH:59][CH:58]=[CH:57][CH:56]=1)[OH:54], predict the reaction product. (3) The product is: [ClH:26].[Cl:26][C:27]1[C:28]([CH3:38])=[C:29]([S:34]([NH:1][C:2]2[CH:3]=[C:4]([O:11][C@@H:12]3[CH2:17][CH2:16][NH:15][CH2:14][C@H:13]3[F:25])[C:5]3[O:9][CH:8]=[CH:7][C:6]=3[CH:10]=2)(=[O:35])=[O:36])[C:30]([Cl:33])=[CH:31][CH:32]=1. Given the reactants [NH2:1][C:2]1[CH:3]=[C:4]([O:11][C@@H:12]2[CH2:17][CH2:16][N:15](C(OC(C)(C)C)=O)[CH2:14][C@H:13]2[F:25])[C:5]2[O:9][CH:8]=[CH:7][C:6]=2[CH:10]=1.[Cl:26][C:27]1[C:28]([CH3:38])=[C:29]([S:34](Cl)(=[O:36])=[O:35])[C:30]([Cl:33])=[CH:31][CH:32]=1, predict the reaction product. (4) Given the reactants [CH2:1]([O:8][CH2:9][CH2:10][CH2:11][O:12][C:13]1[N:18]=[CH:17][C:16]([CH:19]2[CH2:24][CH2:23][N:22]([C:25]([O:27][C:28]([CH3:31])([CH3:30])[CH3:29])=[O:26])[CH2:21][CH:20]2[OH:32])=[CH:15][CH:14]=1)[C:2]1[CH:7]=[CH:6][CH:5]=[CH:4][CH:3]=1.[CH2:33](OCCCOC1N=CC(C2(O)CCN(C(OC(C)(C)C)=O)CC2)=CC=1)[C:34]1[CH:39]=[CH:38][CH:37]=[CH:36][CH:35]=1, predict the reaction product. The product is: [CH2:1]([O:8][CH2:9][CH2:10][CH2:11][O:12][C:13]1[N:18]=[CH:17][C:16]([CH:19]2[CH2:24][CH2:23][N:22]([C:25]([O:27][C:28]([CH3:29])([CH3:31])[CH3:30])=[O:26])[CH2:21][CH:20]2[O:32][CH2:7][C:2]2[CH:3]=[CH:33][C:34]3[C:35](=[CH:36][CH:37]=[CH:38][CH:39]=3)[CH:1]=2)=[CH:15][CH:14]=1)[C:2]1[CH:7]=[CH:6][CH:5]=[CH:4][CH:3]=1. (5) Given the reactants [Se](=O)=O.[O:4]1[CH2:9][CH2:8]OCC1.[C:10]([C:14]1[S:18][C:17]([C:19]2[N:20]=[C:21]([NH2:29])[C:22]3[CH:27]=C(C)[S:25][C:23]=3[N:24]=2)=[CH:16][CH:15]=1)([CH3:13])([CH3:12])[CH3:11], predict the reaction product. The product is: [NH2:29][C:21]1[C:22]2[CH:27]=[C:8]([CH:9]=[O:4])[S:25][C:23]=2[N:24]=[C:19]([C:17]2[S:18][C:14]([C:10]([CH3:11])([CH3:12])[CH3:13])=[CH:15][CH:16]=2)[N:20]=1. (6) Given the reactants [O:1]1[C:10]2[C:5](=[N:6][C:7]([CH2:11][C:12]([O:14]C)=[O:13])=[CH:8][CH:9]=2)[O:4][CH2:3][CH2:2]1.[OH-].[Na+], predict the reaction product. The product is: [O:1]1[C:10]2[C:5](=[N:6][C:7]([CH2:11][C:12]([OH:14])=[O:13])=[CH:8][CH:9]=2)[O:4][CH2:3][CH2:2]1. (7) Given the reactants N1C=CN=C1.[C:6]([Si:10]([CH3:13])([CH3:12])Cl)([CH3:9])([CH3:8])[CH3:7].[S:14]1[C:18]2[CH:19]=[CH:20][CH:21]=[CH:22][C:17]=2[CH:16]=[C:15]1[CH:23]([C:25]1[CH:30]=[C:29]([Br:31])[CH:28]=[CH:27][C:26]=1[Cl:32])[OH:24].O, predict the reaction product. The product is: [S:14]1[C:18]2[CH:19]=[CH:20][CH:21]=[CH:22][C:17]=2[CH:16]=[C:15]1[CH:23]([C:25]1[CH:30]=[C:29]([Br:31])[CH:28]=[CH:27][C:26]=1[Cl:32])[O:24][Si:10]([C:6]([CH3:9])([CH3:8])[CH3:7])([CH3:13])[CH3:12]. (8) Given the reactants [C:1]([NH:11][C@H:12]([C:16]([O:18][C:19]1[CH:24]=[CH:23][C:22]([CH2:25][C:26]([O:28][CH2:29]Cl)=[O:27])=[CH:21][CH:20]=1)=[O:17])[CH:13]([CH3:15])[CH3:14])([O:3][CH2:4][C:5]1[CH:10]=[CH:9][CH:8]=[CH:7][CH:6]=1)=[O:2].[I-:31].[Na+], predict the reaction product. The product is: [C:1]([NH:11][C@H:12]([C:16]([O:18][C:19]1[CH:24]=[CH:23][C:22]([CH2:25][C:26]([O:28][CH2:29][I:31])=[O:27])=[CH:21][CH:20]=1)=[O:17])[CH:13]([CH3:15])[CH3:14])([O:3][CH2:4][C:5]1[CH:10]=[CH:9][CH:8]=[CH:7][CH:6]=1)=[O:2]. (9) The product is: [CH3:1][O:2][C:3](=[O:18])[CH2:4][CH:5]([NH:9][C:10]([C:12]1[S:13][C:14]([CH3:17])=[CH:15][CH:16]=1)=[O:11])[C:6](=[O:8])[CH3:19]. Given the reactants [CH3:1][O:2][C:3](=[O:18])[CH2:4][CH:5]([NH:9][C:10]([C:12]1[S:13][C:14]([CH3:17])=[CH:15][CH:16]=1)=[O:11])[C:6]([OH:8])=O.[C:19](OC(=O)C)(=O)C, predict the reaction product. (10) The product is: [Br:1][C:2]1[CH:3]=[C:4]2[C:8](=[CH:9][CH:10]=1)[N:7]([CH:12]1[CH2:13][CH2:14][CH2:15][CH2:16][O:11]1)[N:6]=[CH:5]2. Given the reactants [Br:1][C:2]1[CH:3]=[C:4]2[C:8](=[CH:9][CH:10]=1)[NH:7][N:6]=[CH:5]2.[O:11]1[CH:16]=[CH:15][CH2:14][CH2:13][CH2:12]1.CC1C=CC(S(O)(=O)=O)=CC=1, predict the reaction product.